The task is: Predict the reactants needed to synthesize the given product.. This data is from Full USPTO retrosynthesis dataset with 1.9M reactions from patents (1976-2016). Given the product [Cl:22][C:23]1[CH:24]=[C:25]([CH2:26][N:5]2[CH2:6][CH2:7][N:2]([CH3:1])[CH2:3][CH2:4]2)[C:28]([F:31])=[CH:29][N:30]=1, predict the reactants needed to synthesize it. The reactants are: [CH3:1][N:2]1[CH2:7][CH2:6][NH:5][CH2:4][CH2:3]1.C(O[BH-](OC(=O)C)OC(=O)C)(=O)C.[Na+].[Cl:22][C:23]1[CH:24]=[C:25]([C:28]([F:31])=[CH:29][N:30]=1)[CH:26]=O.[OH-].[Na+].